Task: Predict the reaction yield, written as a fraction of the theoretical maximum amount of product (1.0 means a 100% yield; for example, 0.34 means a 34% yield).. Dataset: Reaction yield outcomes from USPTO patents with 853,638 reactions The reactants are [CH3:1][N:2]([CH3:45])[C:3]([C:5]1[CH:10]=[C:9]([C:11]2[CH:12]=[C:13]3[C:19]([C:20]4[CH:25]=[CH:24][CH:23]=[CH:22][C:21]=4[O:26][CH3:27])=[N:18][N:17](COCC[Si](C)(C)C)[C:14]3=[N:15][CH:16]=2)[CH:8]=[CH:7][C:6]=1[NH:36][C:37]([C:39]1[N:40]=[CH:41][N:42]([CH3:44])[CH:43]=1)=[O:38])=[O:4].Cl(O)(=O)(=O)=O.C(=O)(O)[O-].[Na+]. The catalyst is O1CCCC1.C(O)(=O)C. The product is [CH3:45][N:2]([CH3:1])[C:3]([C:5]1[CH:10]=[C:9]([C:11]2[CH:12]=[C:13]3[C:19]([C:20]4[CH:25]=[CH:24][CH:23]=[CH:22][C:21]=4[O:26][CH3:27])=[N:18][NH:17][C:14]3=[N:15][CH:16]=2)[CH:8]=[CH:7][C:6]=1[NH:36][C:37]([C:39]1[N:40]=[CH:41][N:42]([CH3:44])[CH:43]=1)=[O:38])=[O:4]. The yield is 0.279.